The task is: Predict the product of the given reaction.. This data is from Forward reaction prediction with 1.9M reactions from USPTO patents (1976-2016). (1) Given the reactants [CH2:1]([O:8][C:9]1[C:14](=[O:15])[N:13]=[C:12]([CH2:16][C:17]2([C:22]3[C:31]4[C:26](=[CH:27][CH:28]=[CH:29][CH:30]=4)[CH:25]=[CH:24][CH:23]=3)[CH2:21][CH2:20][CH2:19][CH2:18]2)[N:11]2[CH2:32][CH2:33][N:34]([CH3:37])[C:35](=[O:36])[C:10]=12)[C:2]1[CH:7]=[CH:6][CH:5]=[CH:4][CH:3]=1.[CH:38]1(CN(CCO)C(C2C(OCC3C=CC=CC=3)=C(O)N=C(CC3(C4C5C(=CC=CC=5)C=CC=4)CCCC3)N=2)=O)[CH2:40][CH2:39]1, predict the reaction product. The product is: [CH2:1]([O:8][C:9]1[C:14](=[O:15])[N:13]=[C:12]([CH2:16][C:17]2([C:22]3[C:31]4[C:26](=[CH:27][CH:28]=[CH:29][CH:30]=4)[CH:25]=[CH:24][CH:23]=3)[CH2:21][CH2:20][CH2:19][CH2:18]2)[N:11]2[CH2:32][CH2:33][N:34]([CH2:37][CH:38]3[CH2:40][CH2:39]3)[C:35](=[O:36])[C:10]=12)[C:2]1[CH:7]=[CH:6][CH:5]=[CH:4][CH:3]=1. (2) The product is: [CH3:42][O:43][C:44]1[CH:45]=[C:46]([S:52]([O:1][C:2]2[CH:10]=[CH:9][C:8]([C:11]3[N:12]([C:27]([O:29][C:30]([CH3:31])([CH3:33])[CH3:32])=[O:28])[C:13]4[C:18]([CH:19]=3)=[CH:17][C:16]([CH2:20][N:21]3[CH2:26][CH2:25][CH2:24][CH2:23][CH2:22]3)=[CH:15][CH:14]=4)=[C:7]3[C:3]=2[CH2:4][NH:5][C:6]3=[O:34])(=[O:53])=[O:54])[CH:47]=[CH:48][C:49]=1[O:50][CH3:51]. Given the reactants [OH:1][C:2]1[CH:10]=[CH:9][C:8]([C:11]2[N:12]([C:27]([O:29][C:30]([CH3:33])([CH3:32])[CH3:31])=[O:28])[C:13]3[C:18]([CH:19]=2)=[CH:17][C:16]([CH2:20][N:21]2[CH2:26][CH2:25][CH2:24][CH2:23][CH2:22]2)=[CH:15][CH:14]=3)=[C:7]2[C:3]=1[CH2:4][NH:5][C:6]2=[O:34].C(N(CC)CC)C.[CH3:42][O:43][C:44]1[CH:45]=[C:46]([S:52](Cl)(=[O:54])=[O:53])[CH:47]=[CH:48][C:49]=1[O:50][CH3:51], predict the reaction product.